From a dataset of Reaction yield outcomes from USPTO patents with 853,638 reactions. Predict the reaction yield, written as a fraction of the theoretical maximum amount of product (1.0 means a 100% yield; for example, 0.34 means a 34% yield). (1) The reactants are [F:1][C:2]1[CH:3]=[CH:4][C:5](I)=[C:6]([CH:10]=1)[C:7]([OH:9])=[O:8].[CH3:12][CH:13]([OH:16])[C:14]#[CH:15].CCN(CC)CC. The catalyst is [Cl-].[Cl-].[Zn+2].C1C=CC([P]([Pd]([P](C2C=CC=CC=2)(C2C=CC=CC=2)C2C=CC=CC=2)([P](C2C=CC=CC=2)(C2C=CC=CC=2)C2C=CC=CC=2)[P](C2C=CC=CC=2)(C2C=CC=CC=2)C2C=CC=CC=2)(C2C=CC=CC=2)C2C=CC=CC=2)=CC=1.CN(C=O)C. The product is [F:1][C:2]1[CH:10]=[C:6]2[C:5]([CH:15]=[C:14]([CH:13]([OH:16])[CH3:12])[O:9][C:7]2=[O:8])=[CH:4][CH:3]=1. The yield is 0.840. (2) The reactants are Br[C:2]1[CH:3]=[C:4]2[CH:10]=[CH:9][NH:8][C:5]2=[N:6][CH:7]=1.[Cl-].[Li+].[F:13][C:14]([F:27])([F:26])[C:15]1[CH:20]=[CH:19][C:18](/[CH:21]=[CH:22]/B(O)O)=[CH:17][CH:16]=1.C([O-])([O-])=O.[Na+].[Na+]. The catalyst is C1(C)C=CC=CC=1.Cl[Pd](Cl)([P](C1C=CC=CC=1)(C1C=CC=CC=1)C1C=CC=CC=1)[P](C1C=CC=CC=1)(C1C=CC=CC=1)C1C=CC=CC=1.CCO. The product is [F:13][C:14]([F:26])([F:27])[C:15]1[CH:16]=[CH:17][C:18]([CH:21]=[CH:22][C:2]2[CH:3]=[C:4]3[CH:10]=[CH:9][NH:8][C:5]3=[N:6][CH:7]=2)=[CH:19][CH:20]=1. The yield is 0.460. (3) The reactants are [F:1][C:2]([Si](C)(C)C)([F:4])[F:3].[F-].[CH2:10]([N+:14](CCCC)(CCCC)[CH2:15]CCC)[CH2:11]CC.Cl.[O:28]1[CH2:32][CH2:31][CH2:30][CH2:29]1. No catalyst specified. The product is [CH3:11][C:10]1[CH:29]=[CH:30][C:31]([CH:32]([OH:28])[C:2]([F:4])([F:3])[F:1])=[CH:15][N:14]=1. The yield is 0.500. (4) The reactants are [NH2:1][C:2]1[CH:7]=[CH:6][C:5]([OH:8])=[C:4]([F:9])[CH:3]=1.C(=O)([O-])O.[Na+].Cl[C:16]([O:18][CH2:19][C:20]1[CH:25]=[CH:24][CH:23]=[CH:22][CH:21]=1)=[O:17].Cl. The catalyst is O1CCCC1.O. The product is [F:9][C:4]1[CH:3]=[C:2]([NH:1][C:16](=[O:17])[O:18][CH2:19][C:20]2[CH:25]=[CH:24][CH:23]=[CH:22][CH:21]=2)[CH:7]=[CH:6][C:5]=1[OH:8]. The yield is 0.670.